This data is from Full USPTO retrosynthesis dataset with 1.9M reactions from patents (1976-2016). The task is: Predict the reactants needed to synthesize the given product. (1) Given the product [CH3:19][O:18][C:15]1[CH:16]=[CH:17][C:12]([C@@H:10]2[C@@H:9]([O:20][CH2:21][C:22]3[CH:23]=[CH:24][C:25]4[O:30][CH2:29][CH2:28][N:27]([CH2:31][CH2:32][CH2:33][O:34][CH3:35])[C:26]=4[CH:36]=3)[CH2:8][N:7]([S:37]([C:40]3[CH:45]=[CH:44][C:43]([CH3:46])=[CH:42][CH:41]=3)(=[O:38])=[O:39])[C@@H:6]([CH2:5][C:4](=[O:47])[CH:49]=[CH2:50])[CH2:11]2)=[CH:13][CH:14]=1, predict the reactants needed to synthesize it. The reactants are: CON(C)[C:4](=[O:47])[CH2:5][C@H:6]1[CH2:11][C@H:10]([C:12]2[CH:17]=[CH:16][C:15]([O:18][CH3:19])=[CH:14][CH:13]=2)[C@@H:9]([O:20][CH2:21][C:22]2[CH:23]=[CH:24][C:25]3[O:30][CH2:29][CH2:28][N:27]([CH2:31][CH2:32][CH2:33][O:34][CH3:35])[C:26]=3[CH:36]=2)[CH2:8][N:7]1[S:37]([C:40]1[CH:45]=[CH:44][C:43]([CH3:46])=[CH:42][CH:41]=1)(=[O:39])=[O:38].[CH:49]([Mg]Br)=[CH2:50]. (2) Given the product [CH2:7]([O:9][C:10]([C:12]1[N:13]([CH3:20])[N:14]=[CH:15][C:16]=1[C:17]([N:21]1[CH2:24][CH2:23][CH2:22]1)=[O:19])=[O:11])[CH3:8], predict the reactants needed to synthesize it. The reactants are: CCCP(=O)=O.[CH2:7]([O:9][C:10]([C:12]1[N:13]([CH3:20])[N:14]=[CH:15][C:16]=1[C:17]([OH:19])=O)=[O:11])[CH3:8].[NH:21]1[CH2:24][CH2:23][CH2:22]1.C(N(CC)C(C)C)(C)C. (3) Given the product [ClH:22].[CH3:1][O:2][C:3]1[CH:12]=[CH:11][C:10]2[C:5](=[CH:6][CH:7]=[CH:8][CH:9]=2)[C:4]=1[C:23]1[CH:24]=[C:25]([CH2:29][N:30]2[CH:34]=[CH:33][N:32]=[C:31]2[CH3:35])[N:26]=[N:27][CH:28]=1, predict the reactants needed to synthesize it. The reactants are: [CH3:1][O:2][C:3]1[CH:12]=[CH:11][C:10]2[C:5](=[CH:6][CH:7]=[CH:8][CH:9]=2)[C:4]=1B1OC(C)(C)C(C)(C)O1.[Cl:22][C:23]1[CH:24]=[C:25]([CH2:29][N:30]2[CH:34]=[CH:33][N:32]=[C:31]2[CH3:35])[N:26]=[N:27][CH:28]=1. (4) The reactants are: [CH:1]([NH:3][C@@H:4]1[CH2:9][C@H:8]([N:10]([CH:12]([CH3:14])[CH3:13])[CH3:11])[CH2:7][CH2:6][C@@H:5]1[N:15]1[CH2:19][CH2:18][C@H:17]([NH:20]C(=O)OCC2C=CC=CC=2)[C:16]1=[O:31])=[O:2]. Given the product [NH2:20][C@H:17]1[CH2:18][CH2:19][N:15]([C@H:5]2[CH2:6][CH2:7][C@@H:8]([N:10]([CH:12]([CH3:14])[CH3:13])[CH3:11])[CH2:9][C@H:4]2[NH:3][CH:1]=[O:2])[C:16]1=[O:31], predict the reactants needed to synthesize it. (5) Given the product [CH3:38][N:2]([CH3:1])[CH:3]1[CH2:4][CH2:5][N:6]([CH2:9][C:10]2[S:18][C:17]3[C:16]([N:19]4[CH2:24][CH2:23][O:22][CH2:21][CH2:20]4)=[N:15][C:14]([C:40]4[C:49]5[C:44](=[CH:45][CH:46]=[CH:47][CH:48]=5)[CH:43]=[N:42][C:41]=4[CH3:50])=[N:13][C:12]=3[CH:11]=2)[CH2:7][CH2:8]1, predict the reactants needed to synthesize it. The reactants are: [CH3:1][N:2]([CH3:38])[CH:3]1[CH2:8][CH2:7][N:6]([CH2:9][C:10]2[S:18][C:17]3[C:16]([N:19]4[CH2:24][CH2:23][O:22][CH2:21][CH2:20]4)=[N:15][C:14]([Sn](CCCC)(CCCC)CCCC)=[N:13][C:12]=3[CH:11]=2)[CH2:5][CH2:4]1.Br[C:40]1[C:49]2[C:44](=[CH:45][CH:46]=[CH:47][CH:48]=2)[CH:43]=[N:42][C:41]=1[CH3:50]. (6) Given the product [CH3:20][C:21]([CH3:24])([O-:23])[CH3:22].[K+:25].[CH3:2][C:1]1[C:4]([C:5]([O:7][CH3:8])=[O:6])=[C:9]([CH3:10])[N:19]=[CH:17][N:18]=1, predict the reactants needed to synthesize it. The reactants are: [C:1]([C:4](=[C:9](OC)[CH3:10])[C:5]([O:7][CH3:8])=[O:6])(=O)[CH3:2].C(O)(=O)C.[CH:17]([NH2:19])=[NH:18].[CH3:20][C:21]([CH3:24])([O-:23])[CH3:22].[K+:25].Cl. (7) Given the product [CH3:8][C:6]1[N:7]=[C:2]([NH:12][C:13]2([CH2:18][OH:19])[CH2:17][CH2:16][CH2:15][CH2:14]2)[CH:3]=[CH:4][C:5]=1[N+:9]([O-:11])=[O:10], predict the reactants needed to synthesize it. The reactants are: Cl[C:2]1[N:7]=[C:6]([CH3:8])[C:5]([N+:9]([O-:11])=[O:10])=[CH:4][CH:3]=1.[NH2:12][C:13]1([CH2:18][OH:19])[CH2:17][CH2:16][CH2:15][CH2:14]1.C(N(CC)CC)C. (8) Given the product [CH3:10][C:11]1([CH3:35])[CH2:20][CH2:19][C:18]([CH3:21])([CH3:22])[C:17]2[CH:16]=[C:15]([C:23]3[N:24]=[C:25]([N:28]4[CH2:33][CH2:32][CH:31]([NH:2][C@@H:3]5[CH2:7][CH2:6][C@H:5]([OH:8])[C@@H:4]5[OH:9])[CH2:30][CH2:29]4)[S:26][CH:27]=3)[CH:14]=[CH:13][C:12]1=2, predict the reactants needed to synthesize it. The reactants are: Cl.[NH2:2][C@@H:3]1[CH2:7][CH2:6][C@H:5]([OH:8])[C@@H:4]1[OH:9].[CH3:10][C:11]1([CH3:35])[CH2:20][CH2:19][C:18]([CH3:22])([CH3:21])[C:17]2[CH:16]=[C:15]([C:23]3[N:24]=[C:25]([N:28]4[CH2:33][CH2:32][C:31](=O)[CH2:30][CH2:29]4)[S:26][CH:27]=3)[CH:14]=[CH:13][C:12]1=2.Cl.